Predict which catalyst facilitates the given reaction. From a dataset of Catalyst prediction with 721,799 reactions and 888 catalyst types from USPTO. Reactant: [Cl:1][C:2]1[N:6]2[N:7]=[C:8]([C:11]3[CH:16]=[CH:15][C:14]([F:17])=[CH:13][CH:12]=3)[CH:9]=[CH:10][C:5]2=[N:4][N:3]=1. Product: [Cl:1][C:2]1[N:6]2[N:7]=[C:8]([C:11]3[CH:16]=[CH:15][C:14]([F:17])=[CH:13][CH:12]=3)[CH2:9][CH2:10][C:5]2=[N:4][N:3]=1. The catalyst class is: 183.